This data is from Forward reaction prediction with 1.9M reactions from USPTO patents (1976-2016). The task is: Predict the product of the given reaction. (1) Given the reactants Cl.[Cl:2][C:3]1[C:4]([F:32])=[C:5]([NH:9][C:10]2[C:19]3[C:14](=[CH:15][C:16]([O:30][CH3:31])=[C:17]([O:20][C@H:21]4[CH2:25][NH:24][C@H:23]([C:26]([O:28][CH3:29])=[O:27])[CH2:22]4)[CH:18]=3)[N:13]=[CH:12][N:11]=2)[CH:6]=[CH:7][CH:8]=1.C=O.[C:35]([BH3-])#N.[Na+].S([O-])([O-])(=O)=O.[Mg+2], predict the reaction product. The product is: [Cl:2][C:3]1[C:4]([F:32])=[C:5]([NH:9][C:10]2[C:19]3[C:14](=[CH:15][C:16]([O:30][CH3:31])=[C:17]([O:20][C@@H:21]4[CH2:25][N:24]([CH3:35])[C@H:23]([C:26]([O:28][CH3:29])=[O:27])[CH2:22]4)[CH:18]=3)[N:13]=[CH:12][N:11]=2)[CH:6]=[CH:7][CH:8]=1. (2) Given the reactants [F:1][C:2]1[CH:3]=[C:4]([C@H:9]2[N:14]([CH2:15][C:16]([NH:18][C:19]3[CH:20]=[C:21]4[C:34](=[CH:35][CH:36]=3)[CH2:33][C@:23]3([C:31]5[C:26](=[N:27][CH:28]=[CH:29][CH:30]=5)[NH:25][C:24]3=[O:32])[CH2:22]4)=[O:17])[C:13](=[O:37])[C:12]([CH3:39])([CH3:38])[CH2:11][CH2:10]2)[CH:5]=[C:6]([F:8])[CH:7]=1.[OH:40]OS([O-])=O.[K+].O, predict the reaction product. The product is: [F:8][C:6]1[CH:5]=[C:4]([C@H:9]2[N:14]([CH2:15][C:16]([NH:18][C:19]3[CH:20]=[C:21]4[C:34](=[CH:35][CH:36]=3)[CH2:33][C@:23]3([C:31]5[C:26](=[N+:27]([O-:40])[CH:28]=[CH:29][CH:30]=5)[NH:25][C:24]3=[O:32])[CH2:22]4)=[O:17])[C:13](=[O:37])[C:12]([CH3:39])([CH3:38])[CH2:11][CH2:10]2)[CH:3]=[C:2]([F:1])[CH:7]=1. (3) Given the reactants [Cl:1][C:2]1[CH:3]=[C:4]2[C:9](=[CH:10][C:11]=1[O:12]C)[NH:8][C:7](=[O:14])[C:6]([CH:15]=[O:16])=[CH:5]2.O, predict the reaction product. The product is: [Cl:1][C:2]1[CH:3]=[C:4]2[C:9](=[CH:10][C:11]=1[OH:12])[NH:8][C:7](=[O:14])[C:6]([CH:15]=[O:16])=[CH:5]2. (4) Given the reactants [CH3:1][O:2][C:3]1[CH:12]=[CH:11][CH:10]=[C:9]2[C:4]=1[CH:5]=[CH:6][CH:7]=[C:8]2[C:13]#N.CC(C[AlH]CC(C)C)C.C(O)(=[O:26])C.O, predict the reaction product. The product is: [CH3:1][O:2][C:3]1[CH:12]=[CH:11][CH:10]=[C:9]2[C:4]=1[CH:5]=[CH:6][CH:7]=[C:8]2[CH:13]=[O:26]. (5) Given the reactants [NH2:1][C:2]1[C:3]([O:33][CH3:34])=[C:4]([CH:30]=[CH:31][CH:32]=1)[C:5]([NH:7][C:8]1[C:13]([CH3:14])=[CH:12][C:11]([C:15]([F:27])([C:23]([F:26])([F:25])[F:24])[C:16]([F:22])([F:21])[C:17]([F:20])([F:19])[F:18])=[CH:10][C:9]=1[CH2:28][CH3:29])=[O:6].C(N(CC)CC)C.[C:42]([C:44]1[CH:52]=[CH:51][C:47]([C:48](O)=[O:49])=[CH:46][CH:45]=1)#[N:43].O=C1N([ClH]P([ClH]N2CCOC2=O)=O)CCO1, predict the reaction product. The product is: [CH2:28]([C:9]1[CH:10]=[C:11]([C:15]([F:27])([C:23]([F:24])([F:25])[F:26])[C:16]([F:21])([F:22])[C:17]([F:20])([F:19])[F:18])[CH:12]=[C:13]([CH3:14])[C:8]=1[NH:7][C:5](=[O:6])[C:4]1[CH:30]=[CH:31][CH:32]=[C:2]([NH:1][C:48](=[O:49])[C:47]2[CH:51]=[CH:52][C:44]([C:42]#[N:43])=[CH:45][CH:46]=2)[C:3]=1[O:33][CH3:34])[CH3:29]. (6) Given the reactants [CH:1]1([C:4]([NH:6][C:7]2[S:8][C:9]3[CH:15]=[C:14]([S:16][C:17]4[N:21]5[CH:22]=[C:23]([C:26]6[CH:27]=[N:28][N:29]([CH:31]7[CH2:36][CH2:35][N:34](C(OC(C)(C)C)=O)[CH2:33][CH2:32]7)[CH:30]=6)[CH:24]=[CH:25][C:20]5=[N:19][CH:18]=4)[CH:13]=[CH:12][C:10]=3[N:11]=2)=[O:5])[CH2:3][CH2:2]1.[ClH:44], predict the reaction product. The product is: [ClH:44].[NH:34]1[CH2:35][CH2:36][CH:31]([N:29]2[CH:30]=[C:26]([C:23]3[CH:24]=[CH:25][C:20]4[N:21]([C:17]([S:16][C:14]5[CH:13]=[CH:12][C:10]6[N:11]=[C:7]([NH:6][C:4]([CH:1]7[CH2:3][CH2:2]7)=[O:5])[S:8][C:9]=6[CH:15]=5)=[CH:18][N:19]=4)[CH:22]=3)[CH:27]=[N:28]2)[CH2:32][CH2:33]1. (7) Given the reactants [CH2:1]([C@@H:8]1[C@@H:16]([OH:17])[C@H:15]([CH3:18])[O:14][C:13](=[O:19])[C@@H](NC(=O)C2C(O)=C(OC)C=CN=2)COC1=O)[C:2]1[CH:7]=[CH:6][CH:5]=[CH:4][CH:3]=1, predict the reaction product. The product is: [CH2:1]([C@@H:8]1[C@@H:16]([OH:17])[C@H:15]([CH3:18])[O:14][C:13]1=[O:19])[C:2]1[CH:3]=[CH:4][CH:5]=[CH:6][CH:7]=1. (8) Given the reactants [CH3:1][O:2][C:3]1[CH:4]=[C:5]2[C:10](=[CH:11][CH:12]=1)[C:9]([CH2:13][C:14]1[CH:19]=[CH:18][C:17]([O:20][CH2:21][CH2:22][N:23]3[CH2:28][CH2:27][CH2:26][CH2:25][CH2:24]3)=[CH:16][CH:15]=1)=[C:8](OS(C(F)(F)F)(=O)=O)[CH:7]=[CH:6]2.[F:37][C:38]1[CH:43]=[CH:42][CH:41]=[C:40]([F:44])[C:39]=1B(O)O.P([O-])([O-])([O-])=O.[K+].[K+].[K+], predict the reaction product. The product is: [F:37][C:38]1[CH:43]=[CH:42][CH:41]=[C:40]([F:44])[C:39]=1[C:8]1[CH:7]=[CH:6][C:5]2[C:10](=[CH:11][CH:12]=[C:3]([O:2][CH3:1])[CH:4]=2)[C:9]=1[CH2:13][C:14]1[CH:19]=[CH:18][C:17]([O:20][CH2:21][CH2:22][N:23]2[CH2:28][CH2:27][CH2:26][CH2:25][CH2:24]2)=[CH:16][CH:15]=1.